Dataset: Peptide-MHC class I binding affinity with 185,985 pairs from IEDB/IMGT. Task: Regression. Given a peptide amino acid sequence and an MHC pseudo amino acid sequence, predict their binding affinity value. This is MHC class I binding data. The peptide sequence is VVYGYFIWY. The MHC is HLA-A02:01 with pseudo-sequence HLA-A02:01. The binding affinity (normalized) is 0.0847.